Dataset: Reaction yield outcomes from USPTO patents with 853,638 reactions. Task: Predict the reaction yield, written as a fraction of the theoretical maximum amount of product (1.0 means a 100% yield; for example, 0.34 means a 34% yield). (1) The reactants are [CH3:1][O:2][C:3]1[CH:20]=[CH:19][C:6]2[NH:7][C:8]([CH2:10][C:11]([CH3:18])([CH3:17])[C:12]([O:14][CH2:15][CH3:16])=[O:13])=[N:9][C:5]=2[CH:4]=1.C(=O)([O-])[O-].[Cs+].[Cs+].[Br:27][C:28]1[CH:35]=[CH:34][C:31]([CH2:32]Br)=[CH:30][CH:29]=1. The catalyst is CN(C=O)C. The product is [Br:27][C:28]1[CH:35]=[CH:34][C:31]([CH2:32][N:9]2[C:5]3[CH:4]=[C:3]([O:2][CH3:1])[CH:20]=[CH:19][C:6]=3[N:7]=[C:8]2[CH2:10][C:11]([CH3:17])([CH3:18])[C:12]([O:14][CH2:15][CH3:16])=[O:13])=[CH:30][CH:29]=1.[Br:27][C:28]1[CH:35]=[CH:34][C:31]([CH2:32][N:7]2[C:6]3[CH:19]=[CH:20][C:3]([O:2][CH3:1])=[CH:4][C:5]=3[N:9]=[C:8]2[CH2:10][C:11]([CH3:17])([CH3:18])[C:12]([O:14][CH2:15][CH3:16])=[O:13])=[CH:30][CH:29]=1. The yield is 0.230. (2) The reactants are [NH2:1][C:2]1[C:3]([F:21])=[C:4]([C:9]([C:11]2[C:19]3[C:14](=[N:15][CH:16]=[C:17]([Br:20])[CH:18]=3)[NH:13][CH:12]=2)=[O:10])[C:5]([F:8])=[CH:6][CH:7]=1.N1C=CC=CC=1.[F:28][C:29]1[CH:34]=[CH:33][C:32]([F:35])=[CH:31][C:30]=1[S:36](Cl)(=[O:38])=[O:37].Cl. The catalyst is O1CCCC1. The product is [Br:20][C:17]1[CH:18]=[C:19]2[C:11]([C:9]([C:4]3[C:3]([F:21])=[C:2]([NH:1][S:36]([C:30]4[CH:31]=[C:32]([F:35])[CH:33]=[CH:34][C:29]=4[F:28])(=[O:38])=[O:37])[CH:7]=[CH:6][C:5]=3[F:8])=[O:10])=[CH:12][NH:13][C:14]2=[N:15][CH:16]=1. The yield is 0.900. (3) The reactants are [NH2:1][C:2]1[S:3][C:4]2[C:9]([N:10]=1)=[CH:8][CH:7]=[C:6]([O:11][C:12]1[CH:13]=[C:14]([NH:19][C:20](=[O:29])[O:21][CH2:22][C:23]3[CH:28]=[CH:27][CH:26]=[CH:25][CH:24]=3)[CH:15]=[CH:16][C:17]=1[CH3:18])[N:5]=2.[CH:30]1([C:33](Cl)=[O:34])[CH2:32][CH2:31]1.CO.C(=O)([O-])[O-].[K+].[K+]. The catalyst is N1C=CC=CC=1. The product is [CH:30]1([C:33]([NH:1][C:2]2[S:3][C:4]3[C:9]([N:10]=2)=[CH:8][CH:7]=[C:6]([O:11][C:12]2[CH:13]=[C:14]([NH:19][C:20](=[O:29])[O:21][CH2:22][C:23]4[CH:24]=[CH:25][CH:26]=[CH:27][CH:28]=4)[CH:15]=[CH:16][C:17]=2[CH3:18])[N:5]=3)=[O:34])[CH2:32][CH2:31]1. The yield is 0.810. (4) The reactants are [Br:1][C:2]1[C:3]([OH:12])=[CH:4][C:5]([OH:11])=[C:6]([CH:10]=1)[C:7]([OH:9])=O.Cl.CN(C)CCCN=C=NCC.C1C=CC2N(O)N=NC=2C=1.[CH2:35]1[C:43]2[C:38](=[CH:39][CH:40]=[CH:41][CH:42]=2)[CH2:37][NH:36]1. The catalyst is CN(C=O)C. The product is [Br:1][C:2]1[C:3]([OH:12])=[CH:4][C:5]([OH:11])=[C:6]([C:7]([N:36]2[CH2:37][C:38]3[C:43](=[CH:42][CH:41]=[CH:40][CH:39]=3)[CH2:35]2)=[O:9])[CH:10]=1. The yield is 0.440. (5) The reactants are [Br:1][C:2]1[C:3]([F:20])=[C:4]([F:19])[C:5]([NH:11][C:12]2[CH:17]=[CH:16][CH:15]=[CH:14][C:13]=2[F:18])=[C:6]([CH:10]=1)[C:7]([OH:9])=[O:8].O=S(Cl)Cl.[CH3:25]O. The product is [Br:1][C:2]1[C:3]([F:20])=[C:4]([F:19])[C:5]([NH:11][C:12]2[CH:17]=[CH:16][CH:15]=[CH:14][C:13]=2[F:18])=[C:6]([CH:10]=1)[C:7]([O:9][CH3:25])=[O:8]. No catalyst specified. The yield is 0.900. (6) The reactants are [Cl:1][C:2]1[CH:7]=[CH:6][C:5]([CH3:8])=[C:4]([I:9])[CH:3]=1.[Br:10]N1C(=O)CCC1=O. The catalyst is C(Cl)(Cl)(Cl)Cl.C(OOC(=O)C1C=CC=CC=1)(=O)C1C=CC=CC=1. The product is [Br:10][CH2:8][C:5]1[CH:6]=[CH:7][C:2]([Cl:1])=[CH:3][C:4]=1[I:9]. The yield is 0.640. (7) The reactants are [NH:1]1[CH2:5][CH2:4][CH2:3][C@H:2]1[C:6]([O:8][CH3:9])=[O:7].[CH3:10][N:11]1[CH:15]=[CH:14][N:13]=[C:12]1[S:16](Cl)(=[O:18])=[O:17]. The catalyst is N1C=CC=CC=1. The product is [CH3:10][N:11]1[CH:15]=[CH:14][N:13]=[C:12]1[S:16]([N:1]1[CH2:5][CH2:4][CH2:3][C@H:2]1[C:6]([O:8][CH3:9])=[O:7])(=[O:18])=[O:17]. The yield is 0.470. (8) The reactants are Cl[C:2]1[N:7]=[CH:6][N:5]=[C:4]([NH2:8])[CH:3]=1.CO[C:11]1[N:16]=[CH:15][C:14](B(O)O)=[CH:13]N=1.[C:20]([O-])([O-])=O.[Na+].[Na+]. The catalyst is COCCOC.CCO.O.Cl[Pd](Cl)([P](C1C=CC=CC=1)(C1C=CC=CC=1)C1C=CC=CC=1)[P](C1C=CC=CC=1)(C1C=CC=CC=1)C1C=CC=CC=1. The product is [N:16]1[CH:11]=[CH:20][CH:13]=[C:14]([C:2]2[N:7]=[CH:6][N:5]=[C:4]([NH2:8])[CH:3]=2)[CH:15]=1. The yield is 0.510.